This data is from Catalyst prediction with 721,799 reactions and 888 catalyst types from USPTO. The task is: Predict which catalyst facilitates the given reaction. (1) Reactant: [NH2:1][C:2]1[CH:7]=[CH:6][C:5]([CH2:8][S:9]([NH-:12])(=[O:11])=[O:10])=[CH:4][CH:3]=1.Cl[C:14]1[CH:19]=[C:18]([C:20]2[CH:25]=[CH:24][CH:23]=[CH:22][C:21]=2[O:26][CH2:27][CH3:28])[N:17]=[CH:16][N:15]=1. Product: [CH2:27]([O:26][C:21]1[CH:22]=[CH:23][CH:24]=[CH:25][C:20]=1[C:18]1[N:17]=[CH:16][N:15]=[C:14]([NH:1][C:2]2[CH:7]=[CH:6][C:5]([CH2:8][S:9]([NH2:12])(=[O:10])=[O:11])=[CH:4][CH:3]=2)[CH:19]=1)[CH3:28]. The catalyst class is: 3. (2) Reactant: [CH3:1][C:2]([NH:33]C(=O)C(F)(F)F)([CH3:32])[C:3]([NH:5][C:6]1[CH:11]=[CH:10][CH:9]=[C:8]([C:12]2[C:21]3[C:16](=[CH:17][C:18]([O:27][CH2:28][CH3:29])=[C:19]4[O:24][C:23]([CH3:26])([CH3:25])[CH2:22][C:20]4=3)[CH2:15][C:14]([CH3:31])([CH3:30])[N:13]=2)[CH:7]=1)=[O:4].[OH-].[Na+].O. Product: [NH2:33][C:2]([CH3:1])([CH3:32])[C:3]([NH:5][C:6]1[CH:11]=[CH:10][CH:9]=[C:8]([C:12]2[C:21]3[C:16](=[CH:17][C:18]([O:27][CH2:28][CH3:29])=[C:19]4[O:24][C:23]([CH3:25])([CH3:26])[CH2:22][C:20]4=3)[CH2:15][C:14]([CH3:31])([CH3:30])[N:13]=2)[CH:7]=1)=[O:4]. The catalyst class is: 7.